From a dataset of Forward reaction prediction with 1.9M reactions from USPTO patents (1976-2016). Predict the product of the given reaction. (1) Given the reactants [CH3:1][C:2]1([CH3:32])[CH2:11][CH:10]=[C:9]([C:12]2[CH:17]=[CH:16][C:15]([Cl:18])=[CH:14][CH:13]=2)[C:8]2[CH:7]=[C:6]([C:19]#[C:20][C:21]3[CH:31]=[CH:30][C:24]([C:25]([O:27]CC)=[O:26])=[CH:23][CH:22]=3)[CH:5]=[CH:4][C:3]1=2.[OH-].[Na+].Cl, predict the reaction product. The product is: [CH3:1][C:2]1([CH3:32])[CH2:11][CH:10]=[C:9]([C:12]2[CH:17]=[CH:16][C:15]([Cl:18])=[CH:14][CH:13]=2)[C:8]2[CH:7]=[C:6]([C:19]#[C:20][C:21]3[CH:22]=[CH:23][C:24]([C:25]([OH:27])=[O:26])=[CH:30][CH:31]=3)[CH:5]=[CH:4][C:3]1=2. (2) Given the reactants Cl[C:2]1[N:7]=[CH:6][N:5]=[C:4]([NH:8][C:9]2[CH:14]=[CH:13][C:12]([P:15]([CH3:18])([CH3:17])=[O:16])=[CH:11][CH:10]=2)[N:3]=1.C(N(CC)CC)C.[CH3:26][N:27]1[CH2:32][CH2:31][NH:30][CH2:29][CH2:28]1, predict the reaction product. The product is: [CH3:17][P:15]([C:12]1[CH:13]=[CH:14][C:9]([NH:8][C:4]2[N:3]=[C:2]([N:30]3[CH2:31][CH2:32][N:27]([CH3:26])[CH2:28][CH2:29]3)[N:7]=[CH:6][N:5]=2)=[CH:10][CH:11]=1)([CH3:18])=[O:16]. (3) Given the reactants Cl.[O:2]1[C:6]2[CH:7]=[CH:8][CH:9]=[C:10]([CH:11]3[CH2:16][CH2:15][N:14]([CH2:17][CH2:18][C@H:19]4[CH2:24][CH2:23][C@H:22]([NH2:25])[CH2:21][CH2:20]4)[CH2:13][CH2:12]3)[C:5]=2[O:4][CH2:3]1.[CH:26]1([CH2:29][C:30](O)=[O:31])[CH2:28][CH2:27]1, predict the reaction product. The product is: [O:2]1[C:6]2[CH:7]=[CH:8][CH:9]=[C:10]([CH:11]3[CH2:16][CH2:15][N:14]([CH2:17][CH2:18][C@H:19]4[CH2:20][CH2:21][C@H:22]([NH:25][C:30](=[O:31])[CH2:29][CH:26]5[CH2:28][CH2:27]5)[CH2:23][CH2:24]4)[CH2:13][CH2:12]3)[C:5]=2[O:4][CH2:3]1. (4) Given the reactants [Cl:1][C:2]1[CH:7]=[CH:6][CH:5]=[C:4]([Cl:8])[C:3]=1[S:9][CH2:10][C:11]1[C:15]([CH2:16][O:17][C:18]2[CH:23]=[CH:22][C:21]([C:24]3[CH:25]=[C:26]4[C:31](=[CH:32][CH:33]=3)[N:30]=[C:29]([C:34]([O:36]CC)=[O:35])[CH:28]=[CH:27]4)=[CH:20][CH:19]=2)=[C:14]([CH:39]([CH3:41])[CH3:40])[O:13][N:12]=1.O1CCCC1.[OH-].[Na+].Cl, predict the reaction product. The product is: [Cl:8][C:4]1[CH:5]=[CH:6][CH:7]=[C:2]([Cl:1])[C:3]=1[S:9][CH2:10][C:11]1[C:15]([CH2:16][O:17][C:18]2[CH:19]=[CH:20][C:21]([C:24]3[CH:25]=[C:26]4[C:31](=[CH:32][CH:33]=3)[N:30]=[C:29]([C:34]([OH:36])=[O:35])[CH:28]=[CH:27]4)=[CH:22][CH:23]=2)=[C:14]([CH:39]([CH3:41])[CH3:40])[O:13][N:12]=1. (5) Given the reactants [F:1][C:2]([F:14])([F:13])[C:3]1[C:11]2[CH2:10][O:9][B:8]([OH:12])[C:7]=2[CH:6]=[CH:5][CH:4]=1.[N+:15]([O-])([OH:17])=[O:16], predict the reaction product. The product is: [N+:15]([C:5]1[CH:4]=[C:3]([C:2]([F:1])([F:13])[F:14])[C:11]2[CH2:10][O:9][B:8]([OH:12])[C:7]=2[CH:6]=1)([O-:17])=[O:16]. (6) Given the reactants [CH3:1][C:2]1[S:3][C:4]([CH:7]=[CH:8][N+:9]([O-])=O)=[CH:5][CH:6]=1.[H-].[Al+3].[Li+].[H-].[H-].[H-], predict the reaction product. The product is: [CH3:1][C:2]1[S:3][C:4]([CH2:7][CH2:8][NH2:9])=[CH:5][CH:6]=1. (7) Given the reactants Br[C:2]1[CH:3]=[C:4]([F:17])[C:5]([C@H:8]([NH:10][S:11]([C:13]([CH3:16])([CH3:15])[CH3:14])=[O:12])[CH3:9])=[N:6][CH:7]=1.B1(B2OC(C)(C)C(C)(C)O2)OC(C)(C)C(C)(C)O1.C([O-])(=O)C.[K+].ClC1C=C(C=CC=1)C(OO)=O.[Cl:52][C:53]1[CH:62]=[C:61]([Cl:63])[CH:60]=[C:59](OS(C(F)(F)F)(=O)=O)[C:54]=1[C:55]([O:57][CH3:58])=[O:56].C(=O)([O-])[O-].[Na+].[Na+], predict the reaction product. The product is: [C:13]([S:11]([NH:10][C@@H:8]([C:5]1[N:6]=[CH:7][C:2]([C:59]2[CH:60]=[C:61]([Cl:63])[CH:62]=[C:53]([Cl:52])[C:54]=2[C:55]([O:57][CH3:58])=[O:56])=[CH:3][C:4]=1[F:17])[CH3:9])=[O:12])([CH3:16])([CH3:15])[CH3:14]. (8) Given the reactants C(=O)([O-])[O-].[K+].[K+].[NH2:7][C:8]1[CH:9]=[C:10]([CH3:15])[C:11]([OH:14])=[CH:12][CH:13]=1.Br[CH2:17][C:18]([O:20][CH2:21][CH3:22])=[O:19].O, predict the reaction product. The product is: [CH2:21]([O:20][C:18](=[O:19])[CH2:17][NH:7][C:8]1[CH:13]=[CH:12][C:11]([OH:14])=[C:10]([CH3:15])[CH:9]=1)[CH3:22]. (9) Given the reactants C(N(CC)CC)C.CS(Cl)(=O)=O.[C:13]([O:17][C:18]([O:20][C:21]1[C:33]([C:34]([F:37])([F:36])[F:35])=[CH:32][CH:31]=[C:30]([CH2:38][O:39][C:40]2[CH:45]=[CH:44][C:43]([C:46]3[CH:51]=[CH:50][C:49]([CH2:52][C:53]([O:55][CH3:56])=[O:54])=[CH:48][C:47]=3[CH:57]=[N:58]O)=[CH:42][CH:41]=2)[C:22]=1[C:23]([O:25][C:26]([CH3:29])([CH3:28])[CH3:27])=[O:24])=[O:19])([CH3:16])([CH3:15])[CH3:14], predict the reaction product. The product is: [C:13]([O:17][C:18]([O:20][C:21]1[C:33]([C:34]([F:36])([F:37])[F:35])=[CH:32][CH:31]=[C:30]([CH2:38][O:39][C:40]2[CH:41]=[CH:42][C:43]([C:46]3[CH:51]=[CH:50][C:49]([CH2:52][C:53]([O:55][CH3:56])=[O:54])=[CH:48][C:47]=3[C:57]#[N:58])=[CH:44][CH:45]=2)[C:22]=1[C:23]([O:25][C:26]([CH3:29])([CH3:28])[CH3:27])=[O:24])=[O:19])([CH3:14])([CH3:15])[CH3:16]. (10) Given the reactants [F:1][C:2]1[CH:15]=[C:14]([N+:16]([O-:18])=[O:17])[CH:13]=[CH:12][C:3]=1[O:4][C:5]1[N:10]=[CH:9][N:8]=[C:7]([NH2:11])[CH:6]=1.[CH2:19]([N:21]([CH2:24]C)CC)C.ClC(O[C:30]1[CH:35]=[CH:34][CH:33]=[CH:32]C=1)=O.CNC1CC[N:41]([CH:44]2[CH2:47][N:46]([CH3:48])[CH2:45]2)CC1.[O:49]1CCCC1, predict the reaction product. The product is: [F:1][C:2]1[CH:15]=[C:14]([N+:16]([O-:18])=[O:17])[CH:13]=[CH:12][C:3]=1[O:4][C:5]1[N:10]=[CH:9][N:8]=[C:7]([NH:11][C:19](=[O:49])[N:21]([CH3:24])[CH:34]2[CH2:33][CH2:32][N:41]([CH:44]3[CH2:45][N:46]([CH3:48])[CH2:47]3)[CH2:30][CH2:35]2)[CH:6]=1.